Task: Predict the product of the given reaction.. Dataset: Forward reaction prediction with 1.9M reactions from USPTO patents (1976-2016) (1) Given the reactants CN(C)[CH:3]=[C:4]([C:10](=[O:39])[C:11]1[CH:16]=[C:15]([C:17]2[CH:18]=[N:19][C:20]([NH:32][C:33]([NH:35][CH2:36][CH3:37])=[O:34])=[CH:21][C:22]=2[C:23]2[S:24][CH:25]=[C:26]([C:28]([F:31])([F:30])[F:29])[N:27]=2)[CH:14]=[CH:13][C:12]=1F)[C:5]([O:7][CH2:8][CH3:9])=[O:6].[NH2:41][C@@H:42]([CH2:45][CH:46]([CH3:48])[CH3:47])[CH2:43][OH:44].C(=O)([O-])[O-].[K+].[K+].CN(C=O)C, predict the reaction product. The product is: [CH2:36]([NH:35][C:33](=[O:34])[NH:32][C:20]1[N:19]=[CH:18][C:17]([C:15]2[CH:16]=[C:11]3[C:12](=[CH:13][CH:14]=2)[N:41]([C@@H:42]([CH2:45][CH:46]([CH3:48])[CH3:47])[CH2:43][OH:44])[CH:3]=[C:4]([C:5]([O:7][CH2:8][CH3:9])=[O:6])[C:10]3=[O:39])=[C:22]([C:23]2[S:24][CH:25]=[C:26]([C:28]([F:29])([F:31])[F:30])[N:27]=2)[CH:21]=1)[CH3:37]. (2) Given the reactants [C:1]1([C:7]2[CH:12]=[CH:11][N+:10]([O-])=[CH:9][CH:8]=2)[CH:6]=[CH:5][CH:4]=[CH:3][CH:2]=1.C(=O)([O-])[O-:15].[K+].[K+], predict the reaction product. The product is: [C:1]1([C:7]2[CH:12]=[CH:11][N:10]=[C:9]([OH:15])[CH:8]=2)[CH:6]=[CH:5][CH:4]=[CH:3][CH:2]=1. (3) Given the reactants [CH2:1]([N:5]([CH2:16][CH2:17][CH2:18][CH3:19])[C:6]1[CH:13]=[CH:12][C:9]([CH:10]=O)=[C:8]([O:14][CH3:15])[CH:7]=1)[CH2:2][CH2:3][CH3:4].[C:20]([C:22]([C:37]#[N:38])=[C:23]1[C:31]2[C:26](=[CH:27][CH:28]=[CH:29][CH:30]=2)[C:25](=[C:32]([C:35]#[N:36])[C:33]#[N:34])[CH2:24]1)#[N:21].O, predict the reaction product. The product is: [CH2:1]([N:5]([CH2:16][CH2:17][CH2:18][CH3:19])[C:6]1[CH:13]=[CH:12][C:9]([CH:10]=[C:24]2[C:25](=[C:32]([C:35]#[N:36])[C:33]#[N:34])[C:26]3[C:31](=[CH:30][CH:29]=[CH:28][CH:27]=3)[C:23]2=[C:22]([C:20]#[N:21])[C:37]#[N:38])=[C:8]([O:14][CH3:15])[CH:7]=1)[CH2:2][CH2:3][CH3:4]. (4) The product is: [Br:1][C:2]1[CH:7]=[C:6]([F:8])[CH:5]=[CH:4][C:3]=1[N:9]1[CH2:14][CH2:13][N:12]([C:15]([O:17][C:18]([CH3:21])([CH3:20])[CH3:19])=[O:16])[CH2:11][CH2:10]1. Given the reactants [Br:1][C:2]1[CH:7]=[C:6]([F:8])[CH:5]=[CH:4][C:3]=1[N:9]1[CH2:14][CH2:13][N:12]([C:15]([O:17][C:18]([CH3:21])([CH3:20])[CH3:19])=[O:16])[CH2:11][C:10]1=O.B.C1COCC1.[OH-].[Na+], predict the reaction product.